This data is from CYP1A2 inhibition data for predicting drug metabolism from PubChem BioAssay. The task is: Regression/Classification. Given a drug SMILES string, predict its absorption, distribution, metabolism, or excretion properties. Task type varies by dataset: regression for continuous measurements (e.g., permeability, clearance, half-life) or binary classification for categorical outcomes (e.g., BBB penetration, CYP inhibition). Dataset: cyp1a2_veith. (1) The drug is c1ccc2cc(NCNc3ccc4ccccc4c3)ccc2c1. The result is 1 (inhibitor). (2) The drug is O=C(NCCCN1CCC(Cc2ccccc2)CC1)C1CCN(S(=O)(=O)N2CCOCC2)CC1. The result is 0 (non-inhibitor). (3) The compound is CCN[C@]1(c2cccs2)CCCCC1=O. The result is 0 (non-inhibitor). (4) The drug is Cc1ccc(C(=O)Nc2ccc(C(=O)/C=C/c3cccs3)cc2)cc1. The result is 0 (non-inhibitor). (5) The drug is C[C@@H]1O[C@H](O[C@@H]2[C@H](CO)O[C@H](OC[C@@H]3O[C@H](OC(=O)[C@@]45CC[C@@H](C)[C@@H](C)[C@@H]4C4=CC[C@@H]6[C@](C)(CC[C@H]7[C@@](C)(CO)[C@H](O)[C@H](O)C[C@]67C)[C@]4(C)CC5)[C@@H](O)[C@H](O)[C@@H]3O)[C@@H](O)[C@@H]2O)[C@@H](O)[C@H](O)[C@@H]1O. The result is 0 (non-inhibitor).